From a dataset of Full USPTO retrosynthesis dataset with 1.9M reactions from patents (1976-2016). Predict the reactants needed to synthesize the given product. (1) The reactants are: C(OC([NH:8][C:9]1[CH:14]=[CH:13][C:12]([C:15]2[S:16][CH:17]=[CH:18][CH:19]=2)=[CH:11][C:10]=1[NH:20][C:21]([C:23]1[CH:31]=[CH:30][C:26]([C:27](O)=[O:28])=[CH:25][CH:24]=1)=[O:22])=O)(C)(C)C.Cl.[CH3:33][P:34]1(=[O:45])[O:39][CH2:38][C:37]2([CH2:44][CH2:43][NH:42][CH2:41][CH2:40]2)[CH2:36][O:35]1.C(Cl)CCl.C1C=CC2N(O)N=NC=2C=1.CCN(C(C)C)C(C)C. Given the product [NH2:8][C:9]1[CH:14]=[CH:13][C:12]([C:15]2[S:16][CH:17]=[CH:18][CH:19]=2)=[CH:11][C:10]=1[NH:20][C:21](=[O:22])[C:23]1[CH:31]=[CH:30][C:26]([C:27]([N:42]2[CH2:43][CH2:44][C:37]3([CH2:36][O:35][P:34]([CH3:33])(=[O:45])[O:39][CH2:38]3)[CH2:40][CH2:41]2)=[O:28])=[CH:25][CH:24]=1, predict the reactants needed to synthesize it. (2) Given the product [CH3:1][N:2]([CH3:48])[CH2:3][CH2:4][NH:5][C:6](=[O:7])[C:8]1[CH:13]=[CH:12][CH:11]=[CH:10][CH:9]=1, predict the reactants needed to synthesize it. The reactants are: [CH3:1][N:2]([CH3:48])[CH2:3][CH2:4][NH:5][C:6]([C:8]1[CH:13]=[CH:12][C:11](NC(NC2C=CC(C3N=C(N4CCOCC4)C4N=NN(C5C=C(C=CC=5)C(O)=O)C=4N=3)=CC=2)=O)=[CH:10][CH:9]=1)=[O:7].N.CCN(CC)CC.C1C=CC2N(O)N=NC=2C=1.CCN=C=NCCCN(C)C.